This data is from Peptide-MHC class II binding affinity with 134,281 pairs from IEDB. The task is: Regression. Given a peptide amino acid sequence and an MHC pseudo amino acid sequence, predict their binding affinity value. This is MHC class II binding data. (1) The peptide sequence is EGHHLASAAIFGHDG. The MHC is HLA-DQA10501-DQB10201 with pseudo-sequence HLA-DQA10501-DQB10201. The binding affinity (normalized) is 0.190. (2) The peptide sequence is EHELYVAVLSNALHR. The MHC is HLA-DQA10501-DQB10201 with pseudo-sequence HLA-DQA10501-DQB10201. The binding affinity (normalized) is 0.396. (3) The peptide sequence is WLSLLVPFVQWFVGL. The MHC is DRB1_1302 with pseudo-sequence DRB1_1302. The binding affinity (normalized) is 0. (4) The peptide sequence is MNIKLQMPLYVAGYK. The MHC is DRB1_1501 with pseudo-sequence DRB1_1501. The binding affinity (normalized) is 0.961. (5) The peptide sequence is KGSNPNYLALLVKFV. The MHC is DRB1_0405 with pseudo-sequence DRB1_0405. The binding affinity (normalized) is 0.380.